From a dataset of hERG potassium channel inhibition data for cardiac toxicity prediction from Karim et al.. Regression/Classification. Given a drug SMILES string, predict its toxicity properties. Task type varies by dataset: regression for continuous values (e.g., LD50, hERG inhibition percentage) or binary classification for toxic/non-toxic outcomes (e.g., AMES mutagenicity, cardiotoxicity, hepatotoxicity). Dataset: herg_karim. (1) The result is 0 (non-blocker). The compound is NC(=O)c1ccc(-c2nc(-c3ccccn3)c(-c3ccc4c(c3)OCCO4)[nH]2)cc1. (2) The compound is Cc1cc(C(=O)NCCCN2CCN(c3cccc(Cl)c3Cl)CC2)nc(C)n1. The result is 0 (non-blocker). (3) The compound is Cc1cc(C)n(-c2cc(NC(=O)CCN(C)C)nc(-c3ccc(C)o3)n2)n1. The result is 1 (blocker). (4) The molecule is N#CC(=C1Nc2ccccc2S1)c1ccnc(OCc2ccc(CN3CCOCC3)cc2)n1. The result is 0 (non-blocker). (5) The drug is N=C(c1ccc(C(=O)Nc2ccc(Cl)cc2C(=O)Nc2ccc(Cl)cn2)cc1)N1CCC(C(=O)O)CC1. The result is 0 (non-blocker). (6) The compound is Cc1ccc2c(N3CCN(CCCc4cccc5c4OCC(=O)N5C)CC3)cc(F)cc2n1. The result is 1 (blocker). (7) The drug is CN1CCN(c2cccc3ccc(OCc4noc(-c5ccc(Cl)cc5)n4)cc23)CC1. The result is 1 (blocker). (8) The drug is CCN(C(=O)c1cccc(Cl)c1Cl)C1CCNC1. The result is 0 (non-blocker). (9) The drug is CCN1CCC(N(C(=O)NCc2ccc(F)cc2)c2ccc(Cl)cn2)CC1. The result is 1 (blocker). (10) The drug is Cc1cnc(-c2cnc(Nc3cnc(C#N)cn3)cc2NC[C@H]2CNCCO2)s1. The result is 0 (non-blocker).